Dataset: Full USPTO retrosynthesis dataset with 1.9M reactions from patents (1976-2016). Task: Predict the reactants needed to synthesize the given product. (1) Given the product [CH2:19]([C:21]1([C:30]2[CH:31]=[C:32]([CH:33]=[CH:34][CH:35]=2)[O:36][C:2]2[CH:9]=[C:8]([C:10]3([C:13]4[N:14]([CH3:18])[CH:15]=[N:16][CH:17]=4)[CH2:12][CH2:11]3)[CH:7]=[CH:6][C:3]=2[C:4]#[N:5])[CH2:27][CH2:26][CH2:25][CH2:24][N:23]([CH3:28])[C:22]1=[O:29])[CH3:20], predict the reactants needed to synthesize it. The reactants are: F[C:2]1[CH:9]=[C:8]([C:10]2([C:13]3[N:14]([CH3:18])[CH:15]=[N:16][CH:17]=3)[CH2:12][CH2:11]2)[CH:7]=[CH:6][C:3]=1[C:4]#[N:5].[CH2:19]([C:21]1([C:30]2[CH:35]=[CH:34][CH:33]=[C:32]([OH:36])[CH:31]=2)[CH2:27][CH2:26][CH2:25][CH2:24][N:23]([CH3:28])[C:22]1=[O:29])[CH3:20]. (2) Given the product [CH:2]([N:5]1[C:9]([C:10]2[N:19]=[C:18]3[C:17]4[CH:20]=[CH:21][C:22]([CH:24]5[CH2:29][CH2:28][N:27]([CH2:38][C:39]([NH2:41])=[O:40])[CH2:26][CH2:25]5)=[CH:23][C:16]=4[O:15][CH2:14][CH2:13][N:12]3[CH:11]=2)=[N:8][C:7]([CH3:30])=[N:6]1)([CH3:4])[CH3:3], predict the reactants needed to synthesize it. The reactants are: Cl.[CH:2]([N:5]1[C:9]([C:10]2[N:19]=[C:18]3[N:12]([CH2:13][CH2:14][O:15][C:16]4[CH:23]=[C:22]([CH:24]5[CH2:29][CH2:28][NH:27][CH2:26][CH2:25]5)[CH:21]=[CH:20][C:17]=43)[CH:11]=2)=[N:8][C:7]([CH3:30])=[N:6]1)([CH3:4])[CH3:3].C(=O)([O-])[O-].[K+].[K+].Br[CH2:38][C:39]([NH2:41])=[O:40]. (3) Given the product [CH3:1][CH:2]1[CH2:7][CH2:6][N:5]([C:8]2[CH:13]=[C:12]([CH:14]3[CH2:19][CH2:18][N:17]([C:37]([C:38]4[CH:39]=[N:40][CH:41]=[CH:42][CH:43]=4)=[O:44])[CH2:16][CH2:15]3)[CH:11]=[CH:10][C:9]=2[NH:20][C:21]([C:23]2[NH:24][CH:25]=[C:26]([C:28]#[N:29])[CH:27]=2)=[O:22])[CH2:4][CH2:3]1, predict the reactants needed to synthesize it. The reactants are: [CH3:1][CH:2]1[CH2:7][CH2:6][N:5]([C:8]2[CH:13]=[C:12]([CH:14]3[CH2:19][CH2:18][NH:17][CH2:16][CH2:15]3)[CH:11]=[CH:10][C:9]=2[NH:20][C:21]([C:23]2[NH:24][CH:25]=[C:26]([C:28]#[N:29])[CH:27]=2)=[O:22])[CH2:4][CH2:3]1.FC(F)(F)C(O)=O.[C:37](Cl)(=[O:44])[C:38]1[CH:43]=[CH:42][CH:41]=[N:40][CH:39]=1.C([O-])([O-])=O.[Na+].[Na+]. (4) Given the product [Cl:1][C:2]1[C:3]([N:19]2[CH2:20][CH2:21][CH2:22][CH:17]([C:13]3[CH:14]=[CH:15][CH:16]=[C:11]([CH3:10])[CH:12]=3)[CH2:18]2)=[CH:23][CH:5]=[CH:6][N:7]=1, predict the reactants needed to synthesize it. The reactants are: [Cl:1][C:2]1[C:3](Cl)=N[CH:5]=[CH:6][N:7]=1.Cl.[CH3:10][C:11]1[CH:12]=[C:13]([CH:17]2[CH2:22][CH2:21][CH2:20][NH:19][CH2:18]2)[CH:14]=[CH:15][CH:16]=1.[C:23]([O-])([O-])=O.[K+].[K+].CN(C=O)C.